From a dataset of Forward reaction prediction with 1.9M reactions from USPTO patents (1976-2016). Predict the product of the given reaction. (1) Given the reactants N(CC)CC.S([O-])([O-])(=O)=O.C1C2C(COC([N:28]3[CH2:33][CH2:32][CH:31]([C:34]4[N:38]=[C:37]([C@@H:39]5[CH2:45][CH2:44][C@@H:43]6[CH2:46][N:40]5[C:41](=[O:52])[N:42]6[O:47][S:48]([OH:51])(=[O:50])=[O:49])[O:36][N:35]=4)[CH2:30][CH2:29]3)=O)C3C(=CC=CC=3)C=2C=CC=1.C([N+](CCCC)(CCCC)CCCC)CCC.C([N+](CCCC)(CCCC)CCCC)CCC, predict the reaction product. The product is: [S:48]([OH:51])([O:47][N:42]1[C:41](=[O:52])[N:40]2[CH2:46][C@H:43]1[CH2:44][CH2:45][C@H:39]2[C:37]1[O:36][N:35]=[C:34]([CH:31]2[CH2:32][CH2:33][NH:28][CH2:29][CH2:30]2)[N:38]=1)(=[O:49])=[O:50]. (2) Given the reactants [NH2:1][C:2]1[CH:11]=[C:10]2[C:5]([CH:6]=[CH:7][CH:8]=[N:9]2)=[CH:4][CH:3]=1.[CH3:12][C:13]1[CH:14]=[C:15]([CH:19]=[CH:20][C:21]=1[C:22]1[CH:27]=[CH:26][N:25]=[CH:24][CH:23]=1)[C:16](O)=[O:17], predict the reaction product. The product is: [CH3:12][C:13]1[CH:14]=[C:15]([CH:19]=[CH:20][C:21]=1[C:22]1[CH:27]=[CH:26][N:25]=[CH:24][CH:23]=1)[C:16]([NH:1][C:2]1[CH:11]=[C:10]2[C:5]([CH:6]=[CH:7][CH:8]=[N:9]2)=[CH:4][CH:3]=1)=[O:17]. (3) Given the reactants Br[C:2]1[CH:10]=[CH:9][CH:8]=[C:7]2[C:3]=1[CH2:4][N:5]([C:11]([O:13][C:14]([CH3:17])([CH3:16])[CH3:15])=[O:12])[CH2:6]2.[B:18]1([B:18]2[O:22][C:21]([CH3:24])([CH3:23])[C:20]([CH3:26])([CH3:25])[O:19]2)[O:22][C:21]([CH3:24])([CH3:23])[C:20]([CH3:26])([CH3:25])[O:19]1.C([O-])(=O)C.[K+], predict the reaction product. The product is: [CH3:25][C:20]1([CH3:26])[C:21]([CH3:24])([CH3:23])[O:22][B:18]([C:2]2[CH:10]=[CH:9][CH:8]=[C:7]3[C:3]=2[CH2:4][N:5]([C:11]([O:13][C:14]([CH3:17])([CH3:16])[CH3:15])=[O:12])[CH2:6]3)[O:19]1. (4) The product is: [ClH:66].[OH:71][CH:69]1[CH2:70][N:67]([C:29](=[O:30])[CH2:28][N:23]2[CH2:22][CH2:21][C:20]3[C:25](=[CH:26][CH:27]=[C:18]([C:15]4[N:14]=[C:13]([C:5]5[CH:6]=[CH:7][C:8]([O:9][CH:10]([CH3:11])[CH3:12])=[C:3]([CH:4]=5)[C:1]#[N:2])[O:17][N:16]=4)[C:19]=3[CH3:32])[CH2:24]2)[CH2:68]1. Given the reactants [C:1]([C:3]1[CH:4]=[C:5]([C:13]2[O:17][N:16]=[C:15]([C:18]3[C:19]([CH3:32])=[C:20]4[C:25](=[CH:26][CH:27]=3)[CH2:24][N:23]([CH2:28][C:29](O)=[O:30])[CH2:22][CH2:21]4)[N:14]=2)[CH:6]=[CH:7][C:8]=1[O:9][CH:10]([CH3:12])[CH3:11])#[N:2].CCN(C(C)C)C(C)C.CN(C(ON1N=NC2C=CC=NC1=2)=[N+](C)C)C.F[P-](F)(F)(F)(F)F.[ClH:66].[NH:67]1[CH2:70][CH:69]([OH:71])[CH2:68]1.Cl, predict the reaction product.